This data is from Catalyst prediction with 721,799 reactions and 888 catalyst types from USPTO. The task is: Predict which catalyst facilitates the given reaction. (1) Reactant: [C:1]([C:4]1[CH:9]=[CH:8][N:7]=[CH:6][CH:5]=1)(=[O:3])[CH3:2].[CH3:10][O:11][S:12]([C:15]1[CH:20]=[CH:19][C:18]([CH3:21])=[CH:17][CH:16]=1)(=[O:14])=[O:13]. Product: [C:18]1([CH3:21])[CH:17]=[CH:16][C:15]([S:12]([O-:14])(=[O:11])=[O:13])=[CH:20][CH:19]=1.[C:1]([C:4]1[CH:9]=[CH:8][N+:7]([CH3:10])=[CH:6][CH:5]=1)(=[O:3])[CH3:2]. The catalyst class is: 8. (2) Reactant: [Cl:1][C:2]1[CH:7]=[CH:6][CH:5]=[C:4]([Cl:8])[C:3]=1[CH2:9][O:10][C:11]1[CH:16]=[CH:15][C:14]2[C:17]3([CH2:32][O:33][C:13]=2[CH:12]=1)[CH2:22][CH2:21][N:20]([CH2:23][CH2:24][C:25]([O:27]C(C)(C)C)=[O:26])[CH2:19][CH2:18]3.O1CCOCC1. Product: [ClH:1].[Cl:1][C:2]1[CH:7]=[CH:6][CH:5]=[C:4]([Cl:8])[C:3]=1[CH2:9][O:10][C:11]1[CH:16]=[CH:15][C:14]2[C:17]3([CH2:32][O:33][C:13]=2[CH:12]=1)[CH2:22][CH2:21][N:20]([CH2:23][CH2:24][C:25]([OH:27])=[O:26])[CH2:19][CH2:18]3. The catalyst class is: 33. (3) Reactant: [CH3:1][O:2][C:3]1[CH:12]=[CH:11][C:6]([C:7]([O:9]C)=[O:8])=[CH:5][N:4]=1.[OH-].[Na+].Cl. Product: [CH3:1][O:2][C:3]1[CH:12]=[CH:11][C:6]([C:7]([OH:9])=[O:8])=[CH:5][N:4]=1. The catalyst class is: 30. (4) Reactant: [C:1]([C:5]1[CH:23]=[C:8]2[N:9]=[C:10]([CH3:22])[C:11]([CH:14]([CH2:19][CH2:20][CH3:21])[C:15]([O:17][CH3:18])=[O:16])=[C:12](Cl)[N:7]2[N:6]=1)([CH3:4])([CH3:3])[CH3:2].[NH:24]1[C:32]2[C:27](=[CH:28][CH:29]=[C:30](B(O)O)[CH:31]=2)[CH:26]=[CH:25]1.C(N(C(C)C)CC)(C)C. Product: [C:1]([C:5]1[CH:23]=[C:8]2[N:9]=[C:10]([CH3:22])[C:11]([CH:14]([CH2:19][CH2:20][CH3:21])[C:15]([O:17][CH3:18])=[O:16])=[C:12]([C:30]3[CH:31]=[C:32]4[C:27]([CH:26]=[CH:25][NH:24]4)=[CH:28][CH:29]=3)[N:7]2[N:6]=1)([CH3:4])([CH3:3])[CH3:2]. The catalyst class is: 149. (5) Reactant: [Br-].[C:2]1(C([PH3+])(C2C=CC=CC=2)C2C=CC=CC=2)C=CC=CC=1.C([Li])CCC.[Br:27][C:28]1[CH:29]=[C:30]([NH:36][C:37](=[O:43])[O:38][C:39]([CH3:42])([CH3:41])[CH3:40])[CH:31]=[C:32]([CH:34]=O)[CH:33]=1. Product: [Br:27][C:28]1[CH:29]=[C:30]([NH:36][C:37](=[O:43])[O:38][C:39]([CH3:42])([CH3:41])[CH3:40])[CH:31]=[C:32]([CH:34]=[CH2:2])[CH:33]=1. The catalyst class is: 7.